Regression. Given a peptide amino acid sequence and an MHC pseudo amino acid sequence, predict their binding affinity value. This is MHC class I binding data. From a dataset of Peptide-MHC class I binding affinity with 185,985 pairs from IEDB/IMGT. The peptide sequence is MYKKAEASF. The MHC is HLA-B15:01 with pseudo-sequence HLA-B15:01. The binding affinity (normalized) is 0.608.